Predict the reaction yield, written as a fraction of the theoretical maximum amount of product (1.0 means a 100% yield; for example, 0.34 means a 34% yield). From a dataset of Reaction yield outcomes from USPTO patents with 853,638 reactions. (1) The reactants are [CH3:1][C:2]1[CH:7]=[C:6]([CH3:8])[NH:5][C:4](=[O:9])[C:3]=1[CH2:10][NH:11][C:12]([C:14]1[CH:19]=[C:18]([C:20]2[CH2:25][CH2:24][N:23](C(OC(C)(C)C)=O)[CH2:22][CH:21]=2)[N:17]=[C:16]2[N:33]([CH:36]([CH3:38])[CH3:37])[N:34]=[CH:35][C:15]=12)=[O:13]. The catalyst is C(Cl)Cl.C(O)(C(F)(F)F)=O. The product is [CH3:1][C:2]1[CH:7]=[C:6]([CH3:8])[NH:5][C:4](=[O:9])[C:3]=1[CH2:10][NH:11][C:12]([C:14]1[C:15]2[CH:35]=[N:34][N:33]([CH:36]([CH3:38])[CH3:37])[C:16]=2[N:17]=[C:18]([C:20]2[CH2:25][CH2:24][NH:23][CH2:22][CH:21]=2)[CH:19]=1)=[O:13]. The yield is 0.664. (2) The reactants are Cl[C:2]1[CH:7]=[CH:6][N:5]=[C:4]2[CH:8]=[C:9]([C:11]3[N:12]([CH3:16])[CH:13]=[CH:14][N:15]=3)[S:10][C:3]=12.[CH:17]1([NH:20][C:21]([C:23]2[C:31]3[C:26](=[CH:27][C:28]([OH:32])=[CH:29][CH:30]=3)[N:25]([CH3:33])[C:24]=2[CH3:34])=[O:22])[CH2:19][CH2:18]1.C([O-])([O-])=O.[Cs+].[Cs+]. No catalyst specified. The product is [CH:17]1([NH:20][C:21]([C:23]2[C:31]3[C:26](=[CH:27][C:28]([O:32][C:2]4[CH:7]=[CH:6][N:5]=[C:4]5[CH:8]=[C:9]([C:11]6[N:12]([CH3:16])[CH:13]=[CH:14][N:15]=6)[S:10][C:3]=45)=[CH:29][CH:30]=3)[N:25]([CH3:33])[C:24]=2[CH3:34])=[O:22])[CH2:18][CH2:19]1. The yield is 0.580. (3) The reactants are S(=O)(=O)(O)O.[N+:6]([O-:9])([O-])=[O:7].[Na+].[Br:11][C:12]1[CH:17]=[CH:16][CH:15]=[CH:14][C:13]=1[OH:18]. The catalyst is O.C(OCC)(=O)C. The product is [Br:11][C:12]1[CH:17]=[CH:16][CH:15]=[C:14]([N+:6]([O-:9])=[O:7])[C:13]=1[OH:18]. The yield is 0.428. (4) The reactants are [CH3:1][C:2]1[S:23][C:5]2=[N:6][C:7]([CH3:22])=[C:8]([CH2:17][C:18]([O:20][CH3:21])=[O:19])[C:9]([C:10]3[CH:15]=[CH:14][C:13]([CH3:16])=[CH:12][CH:11]=3)=[C:4]2[CH:3]=1.[Li+].C[Si]([N-][Si](C)(C)C)(C)C.[CH2:34]1[CH2:38]OC[CH2:35]1.ICCC. The catalyst is CN(C=O)C. The product is [CH3:1][C:2]1[S:23][C:5]2=[N:6][C:7]([CH3:22])=[C:8]([CH:17]([CH2:35][CH2:34][CH3:38])[C:18]([O:20][CH3:21])=[O:19])[C:9]([C:10]3[CH:11]=[CH:12][C:13]([CH3:16])=[CH:14][CH:15]=3)=[C:4]2[CH:3]=1. The yield is 0.650. (5) The reactants are [Br:1][C:2]1[C:3]([NH2:9])=[N:4][CH:5]=[C:6]([I:8])[CH:7]=1.COC(OC)[N:13]([CH3:15])C.C(=O)(O)[O-:19].[Na+].Cl.NO. The catalyst is C(O)(C)C. The product is [Br:1][C:2]1[C:3](/[N:9]=[CH:15]/[NH:13][OH:19])=[N:4][CH:5]=[C:6]([I:8])[CH:7]=1. The yield is 0.960. (6) The reactants are [Cl:1][C:2]1[CH:3]=[C:4]([CH:8]=[C:9]([Cl:11])[N:10]=1)[C:5]([OH:7])=O.CN(C)C=O.[O:17]1[CH2:22][CH2:21][NH:20][C:19]2[CH:23]=[N:24][CH:25]=[CH:26][C:18]1=2.N1C=CC=CC=1. The catalyst is S(Cl)(Cl)=O.CN(C)C(=O)C. The product is [Cl:11][C:9]1[CH:8]=[C:4]([C:5]([N:20]2[CH2:21][CH2:22][O:17][C:18]3[CH:26]=[CH:25][N:24]=[CH:23][C:19]2=3)=[O:7])[CH:3]=[C:2]([Cl:1])[N:10]=1. The yield is 0.720. (7) The reactants are Br[C:2]1[CH:23]=[CH:22][C:5]2[C:6]3[N:7]([CH:11]=[C:12]([C:14]4[N:18]([CH:19]([CH3:21])[CH3:20])[N:17]=[CH:16][N:15]=4)[N:13]=3)[CH2:8][CH2:9][O:10][C:4]=2[CH:3]=1.CC1(C)C(C)(C)OB([C:32]2[CH:33]=[CH:34][C:35]([NH2:38])=[N:36][CH:37]=2)O1. No catalyst specified. The product is [CH:19]([N:18]1[C:14]([C:12]2[N:13]=[C:6]3[C:5]4[CH:22]=[CH:23][C:2]([C:32]5[CH:33]=[CH:34][C:35]([NH2:38])=[N:36][CH:37]=5)=[CH:3][C:4]=4[O:10][CH2:9][CH2:8][N:7]3[CH:11]=2)=[N:15][CH:16]=[N:17]1)([CH3:21])[CH3:20]. The yield is 0.620.